Dataset: Reaction yield outcomes from USPTO patents with 853,638 reactions. Task: Predict the reaction yield, written as a fraction of the theoretical maximum amount of product (1.0 means a 100% yield; for example, 0.34 means a 34% yield). (1) The reactants are [Cl:1][C:2]1[CH:7]=[CH:6][C:5]([C:8]2[C:9]([C:20]3[CH:25]=[CH:24][C:23]([OH:26])=[CH:22][CH:21]=3)=[C:10](/[CH:13]=[CH:14]/[C:15]([O:17][CH2:18][CH3:19])=[O:16])[S:11][CH:12]=2)=[C:4]([O:27][CH3:28])[CH:3]=1. The catalyst is CCO.[Pd]. The product is [Cl:1][C:2]1[CH:7]=[CH:6][C:5]([C:8]2[C:9]([C:20]3[CH:21]=[CH:22][C:23]([OH:26])=[CH:24][CH:25]=3)=[C:10]([CH2:13][CH2:14][C:15]([O:17][CH2:18][CH3:19])=[O:16])[S:11][CH:12]=2)=[C:4]([O:27][CH3:28])[CH:3]=1. The yield is 0.780. (2) The reactants are [F:1][C:2]1[C:3]([NH:12][C:13]2[CH:18]=[CH:17][C:16]([I:19])=[CH:15][C:14]=2[F:20])=[C:4]([CH:8]=[CH:9][C:10]=1[F:11])[C:5]([OH:7])=O.Cl.CN(C)CCCN=C=NCC.Cl.[OH:34][C:35]1([C:39]([NH:41][CH2:42][CH:43]=[CH2:44])=[O:40])[CH2:38][NH:37][CH2:36]1. The catalyst is CN(C)C1C=CN=CC=1.CN(C=O)C. The product is [F:1][C:2]1[C:3]([NH:12][C:13]2[CH:18]=[CH:17][C:16]([I:19])=[CH:15][C:14]=2[F:20])=[C:4]([C:5]([N:37]2[CH2:38][C:35]([OH:34])([C:39]([NH:41][CH2:42][CH:43]=[CH2:44])=[O:40])[CH2:36]2)=[O:7])[CH:8]=[CH:9][C:10]=1[F:11]. The yield is 0.0900. (3) The product is [Cl:21][C:22]1[CH:23]=[C:24]([NH:29][C:30]([NH:13][C:10]2[CH:11]=[CH:12][C:7]([O:6][CH2:5][CH2:4][CH2:3][N:2]([CH3:1])[CH3:20])=[C:8]([C:14]3[N:15]([CH3:19])[N:16]=[CH:17][CH:18]=3)[CH:9]=2)=[O:31])[CH:25]=[CH:26][C:27]=1[F:28]. The catalyst is C(Cl)Cl. The reactants are [CH3:1][N:2]([CH3:20])[CH2:3][CH2:4][CH2:5][O:6][C:7]1[CH:12]=[CH:11][C:10]([NH2:13])=[CH:9][C:8]=1[C:14]1[N:15]([CH3:19])[N:16]=[CH:17][CH:18]=1.[Cl:21][C:22]1[CH:23]=[C:24]([N:29]=[C:30]=[O:31])[CH:25]=[CH:26][C:27]=1[F:28]. The yield is 0.710. (4) The reactants are ClC(Cl)(O[C:5](=[O:11])OC(Cl)(Cl)Cl)Cl.[NH2:13][C:14]1[C:15]([F:38])=[C:16]([CH:35]=[CH:36][CH:37]=1)[CH2:17][N:18]1[CH2:23][CH2:22][N:21]([C:24]([O:26][CH2:27][C:28]2[CH:33]=[CH:32][CH:31]=[CH:30][CH:29]=2)=[O:25])[C@H:20]([CH3:34])[CH2:19]1.CCN(C(C)C)C(C)C.[NH2:48][C:49]1[CH:54]=[CH:53][N:52]=[C:51]([CH3:55])[CH:50]=1. The catalyst is C1COCC1.CCOC(C)=O. The product is [F:38][C:15]1[C:14]([NH:13][C:5]([NH:48][C:49]2[CH:54]=[CH:53][N:52]=[C:51]([CH3:55])[CH:50]=2)=[O:11])=[CH:37][CH:36]=[CH:35][C:16]=1[CH2:17][N:18]1[CH2:23][CH2:22][N:21]([C:24]([O:26][CH2:27][C:28]2[CH:33]=[CH:32][CH:31]=[CH:30][CH:29]=2)=[O:25])[C@H:20]([CH3:34])[CH2:19]1. The yield is 0.270. (5) The reactants are [C:1]1([N:7]2[C:12](=[O:13])[C:11]3[S:14][CH:15]=[C:16]([C:17]4[CH:22]=[CH:21][CH:20]=[CH:19][CH:18]=4)[C:10]=3[N:9]=[CH:8]2)[CH:6]=[CH:5][CH:4]=[CH:3][CH:2]=1.NC1C(C2C=CC=CC=2)=CSC=1C(OC)=O.C(OCC)(OCC)OCC.[F:49]C1C=C(C=CC=1)N. The catalyst is C(O)(=O)C. The product is [F:49][C:3]1[CH:2]=[C:1]([N:7]2[C:12](=[O:13])[C:11]3[S:14][CH:15]=[C:16]([C:17]4[CH:18]=[CH:19][CH:20]=[CH:21][CH:22]=4)[C:10]=3[N:9]=[CH:8]2)[CH:6]=[CH:5][CH:4]=1. The yield is 0.120.